Dataset: Forward reaction prediction with 1.9M reactions from USPTO patents (1976-2016). Task: Predict the product of the given reaction. (1) Given the reactants [Br:1][C:2]1[CH:11]=[CH:10][C:9]2[NH:8]C(=O)[N:6]3[N:13]=[CH:14][N:15]=[C:5]3[C:4]=2[CH:3]=1.[OH-].[Na+], predict the reaction product. The product is: [Br:1][C:2]1[CH:11]=[CH:10][C:9]([NH2:8])=[C:4]([C:5]2[NH:6][N:13]=[CH:14][N:15]=2)[CH:3]=1. (2) Given the reactants C(OC(=O)[NH:7][C:8]1[S:9][CH2:10][C@@H:11]2[CH2:17][C@H:16]([CH2:18][F:19])[O:15][CH2:14][C@:12]2([C:20]2[CH:25]=[CH:24][C:23]([F:26])=[CH:22][C:21]=2[F:27])[N:13]=1)(C)(C)C.FC(F)(F)C(O)=O.FC1C=CC=CC=1[C@]12CO[C@@H](COC(C)C)C[C@H]1CSC(N)=N2, predict the reaction product. The product is: [F:27][C:21]1[CH:22]=[C:23]([F:26])[CH:24]=[CH:25][C:20]=1[C@:12]12[CH2:14][O:15][C@@H:16]([CH2:18][F:19])[CH2:17][C@H:11]1[CH2:10][S:9][C:8]([NH2:7])=[N:13]2. (3) Given the reactants COC1C=C(OC)C=CC=1C[NH:6][S:7]([CH:10]([C:12]1[CH:17]=[CH:16][CH:15]=[C:14]([Br:18])[CH:13]=1)[CH3:11])(=[O:9])=[O:8].C[Li].[CH3:27]C(C)=O.C([O:33][CH2:34][CH3:35])C, predict the reaction product. The product is: [Br:18][C:14]1[CH:13]=[C:12]([C:10]([S:7]([NH2:6])(=[O:8])=[O:9])([C:34]([OH:33])([CH3:35])[CH3:27])[CH3:11])[CH:17]=[CH:16][CH:15]=1. (4) Given the reactants [N:1]([C:4]1[CH:21]=[CH:20][C:7]([C:8]([NH:10][C@@H:11]([C@H:17]([OH:19])[CH3:18])[C:12]([NH:14][CH2:15][CH3:16])=[O:13])=O)=[C:6]([OH:22])[CH:5]=1)=[N+:2]=[N-:3].O=S(Cl)Cl, predict the reaction product. The product is: [N:1]([C:4]1[CH:21]=[CH:20][C:7]([C:8]2[O:19][C@@H:17]([CH3:18])[C@@H:11]([C:12]([NH:14][CH2:15][CH3:16])=[O:13])[N:10]=2)=[C:6]([OH:22])[CH:5]=1)=[N+:2]=[N-:3]. (5) Given the reactants [F:1][C:2]1[CH:3]=[C:4]2[C:8](=[C:9]([N+:11]([O-:13])=[O:12])[CH:10]=1)[NH:7][CH:6]=[C:5]2[CH:14]([C:19]1[CH:24]=[CH:23][C:22]([C:25]([F:28])([F:27])[F:26])=[CH:21][CH:20]=1)[CH2:15][C:16](O)=[O:17].[BH4-].[Li+].O, predict the reaction product. The product is: [F:1][C:2]1[CH:3]=[C:4]2[C:8](=[C:9]([N+:11]([O-:13])=[O:12])[CH:10]=1)[NH:7][CH:6]=[C:5]2[CH:14]([C:19]1[CH:24]=[CH:23][C:22]([C:25]([F:27])([F:26])[F:28])=[CH:21][CH:20]=1)[CH2:15][CH2:16][OH:17]. (6) Given the reactants [CH2:1]([C:3]1[CH2:7][CH:6]=[C:5]([C:8]([CH3:11])([CH3:10])[CH3:9])[CH:4]=1)[CH3:2].C([Li])CCC.CN1CCN(C)C1=O.[C:25]([C:33]1[CH:38]=[CH:37][CH:36]=[CH:35][CH:34]=1)(=O)[C:26]1[CH:31]=[CH:30][CH:29]=[CH:28][CH:27]=1.Cl, predict the reaction product. The product is: [C:8]([C:5]1[CH:4]=[C:3]([CH2:1][CH3:2])[C:7](=[C:25]([C:33]2[CH:38]=[CH:37][CH:36]=[CH:35][CH:34]=2)[C:26]2[CH:31]=[CH:30][CH:29]=[CH:28][CH:27]=2)[CH:6]=1)([CH3:11])([CH3:10])[CH3:9]. (7) Given the reactants [CH3:1][N:2]([C:4]([O:8][N:9]1[N:17]=[N:16][C:11]2[CH:12]=[CH:13][CH:14]=[N:15][C:10]1=2)=[N+:5]([CH3:7])[CH3:6])[CH3:3].[F:18][P-:19]([F:24])([F:23])([F:22])([F:21])[F:20].CCN(C(C)C)C(C)C.CN, predict the reaction product. The product is: [CH3:7][N:5]([C:4]([O:8][N:9]1[N:17]=[N:16][C:11]2[CH:12]=[CH:13][CH:14]=[N:15][C:10]1=2)=[N+:2]([CH3:3])[CH3:1])[CH3:6].[F:18][P-:19]([F:24])([F:23])([F:22])([F:21])[F:20].[CH:13]1[CH:14]=[N:15][C:10]2[N:9]([OH:8])[N:17]=[N:16][C:11]=2[CH:12]=1. (8) Given the reactants CCN(CC)CC.Cl.[NH:9]1[CH2:12][CH:11]([CH2:13][OH:14])[CH2:10]1.[C:15](O[C:15]([O:17][C:18]([CH3:21])([CH3:20])[CH3:19])=[O:16])([O:17][C:18]([CH3:21])([CH3:20])[CH3:19])=[O:16], predict the reaction product. The product is: [OH:14][CH2:13][CH:11]1[CH2:12][N:9]([C:15]([O:17][C:18]([CH3:21])([CH3:20])[CH3:19])=[O:16])[CH2:10]1. (9) Given the reactants [F:1][CH:2]([F:40])[O:3][C:4]1[CH:9]=[CH:8][CH:7]=[CH:6][C:5]=1[CH2:10][N:11]1[C:15]2[CH:16]=[C:17]([C:21]3[CH:22]=[N:23][C:24]([C:27]4([OH:38])[CH2:30][N:29]([C:31]([O:33]C(C)(C)C)=[O:32])[CH2:28]4)=[N:25][CH:26]=3)[C:18]([F:20])=[CH:19][C:14]=2[N:13]=[C:12]1[CH3:39].Cl, predict the reaction product. The product is: [CH:31]([OH:33])=[O:32].[F:40][CH:2]([F:1])[O:3][C:4]1[CH:9]=[CH:8][CH:7]=[CH:6][C:5]=1[CH2:10][N:11]1[C:15]2[CH:16]=[C:17]([C:21]3[CH:26]=[N:25][C:24]([C:27]4([OH:38])[CH2:30][NH:29][CH2:28]4)=[N:23][CH:22]=3)[C:18]([F:20])=[CH:19][C:14]=2[N:13]=[C:12]1[CH3:39]. (10) Given the reactants [CH2:1]([OH:6])[CH2:2][CH2:3][CH2:4][OH:5].C(N(CC)CC)C.[N+:14]([C:17]1[CH:25]=[CH:24][C:20]([C:21](Cl)=[O:22])=[CH:19][CH:18]=1)([O-:16])=[O:15], predict the reaction product. The product is: [OH:5][CH2:4][CH2:3][CH2:2][CH2:1][O:6][C:21](=[O:22])[C:20]1[CH:19]=[CH:18][C:17]([N+:14]([O-:16])=[O:15])=[CH:25][CH:24]=1.